This data is from Full USPTO retrosynthesis dataset with 1.9M reactions from patents (1976-2016). The task is: Predict the reactants needed to synthesize the given product. (1) Given the product [Br:1][C:2]1[S:3][C:4]2[CH2:10][CH2:9][CH2:8][C:7]([C:16]3[CH:17]=[CH:18][C:13]([Cl:12])=[CH:14][CH:15]=3)([OH:11])[C:5]=2[CH:6]=1, predict the reactants needed to synthesize it. The reactants are: [Br:1][C:2]1[S:3][C:4]2[CH2:10][CH2:9][CH2:8][C:7](=[O:11])[C:5]=2[CH:6]=1.[Cl:12][C:13]1[CH:18]=[CH:17][C:16]([Mg]Br)=[CH:15][CH:14]=1.CCOCC.[NH4+].[Cl-]. (2) Given the product [Cl:33][C:11]1[C:12]([NH:16][C:17]([C:19]2[C:20](=[O:32])[N:21]([C:26]3[CH:27]=[CH:28][CH:29]=[CH:30][CH:31]=3)[N:22]([CH3:25])[C:23]=2[CH3:24])=[O:18])=[CH:13][C:14]([F:15])=[C:9]([CH:10]=1)[O:8][C:6]1[CH:5]=[CH:4][N:3]=[C:2]([NH:1][C:42]([N:51]2[CH2:56][CH2:55][O:54][CH2:53][CH2:52]2)=[O:43])[CH:7]=1, predict the reactants needed to synthesize it. The reactants are: [NH2:1][C:2]1[CH:7]=[C:6]([O:8][C:9]2[C:14]([F:15])=[CH:13][C:12]([NH:16][C:17]([C:19]3[C:20](=[O:32])[N:21]([C:26]4[CH:31]=[CH:30][CH:29]=[CH:28][CH:27]=4)[N:22]([CH3:25])[C:23]=3[CH3:24])=[O:18])=[C:11]([Cl:33])[CH:10]=2)[CH:5]=[CH:4][N:3]=1.CCN(CC)CC.Cl[C:42](OC1C=CC=CC=1)=[O:43].[NH:51]1[CH2:56][CH2:55][O:54][CH2:53][CH2:52]1. (3) Given the product [CH2:6]([C:2]1[CH:3]=[C:4]([CH2:7][O:8][C:9]2[CH:14]=[CH:13][C:12]3[C:15]4([CH2:30][O:31][C:11]=3[CH:10]=2)[CH2:20][CH2:19][N:18]([CH2:21][CH2:22][C:23]([O:25][C:26]([CH3:28])([CH3:29])[CH3:27])=[O:24])[CH2:17][CH2:16]4)[S:5][CH:6]=1)[CH2:2][CH2:3][CH3:4], predict the reactants needed to synthesize it. The reactants are: Br[C:2]1[CH:3]=[C:4]([CH2:7][O:8][C:9]2[CH:14]=[CH:13][C:12]3[C:15]4([CH2:30][O:31][C:11]=3[CH:10]=2)[CH2:20][CH2:19][N:18]([CH2:21][CH2:22][C:23]([O:25][C:26]([CH3:29])([CH3:28])[CH3:27])=[O:24])[CH2:17][CH2:16]4)[S:5][CH:6]=1. (4) The reactants are: [OH:1][CH2:2][CH2:3][CH2:4][CH2:5][C:6]1[S:10][C:9]([C:11]([O:13][CH2:14][CH3:15])=[O:12])=[N:8][N:7]=1.CCN(C(C)C)C(C)C.[CH3:25][S:26](Cl)(=[O:28])=[O:27]. Given the product [CH3:25][S:26]([O:1][CH2:2][CH2:3][CH2:4][CH2:5][C:6]1[S:10][C:9]([C:11]([O:13][CH2:14][CH3:15])=[O:12])=[N:8][N:7]=1)(=[O:28])=[O:27], predict the reactants needed to synthesize it. (5) Given the product [NH2:33][CH2:32][C:27]1[CH:28]=[CH:29][CH:30]=[CH:31][C:26]=1[C:23]1[CH:22]=[CH:21][C:20]([C:18]([NH:17][C:12]2[CH:13]=[CH:14][CH:15]=[CH:16][C:11]=2[C:9](=[O:10])[NH:8][C:5]2[CH:4]=[CH:3][C:2]([Cl:1])=[CH:7][N:6]=2)=[O:19])=[CH:25][CH:24]=1, predict the reactants needed to synthesize it. The reactants are: [Cl:1][C:2]1[CH:3]=[CH:4][C:5]([NH:8][C:9]([C:11]2[CH:16]=[CH:15][CH:14]=[CH:13][C:12]=2[NH:17][C:18]([C:20]2[CH:25]=[CH:24][C:23]([C:26]3[CH:31]=[CH:30][CH:29]=[CH:28][C:27]=3[C:32]#[N:33])=[CH:22][CH:21]=2)=[O:19])=[O:10])=[N:6][CH:7]=1.[BH4-].[Na+].ClC1C=CC(NC(C2C=CC=CC=2C(N)=O)=O)=NC=1. (6) Given the product [C:27]([C:31]1[N:32]=[C:33]([N:40]2[CH2:44][CH2:43][C@H:42]([OH:45])[CH2:41]2)[C:34]2[C:35](=[N:37][N:38]([CH2:60][C:54]3[C:53]([Cl:52])=[CH:58][CH:57]=[C:56]([Cl:59])[N:55]=3)[N:39]=2)[N:36]=1)([CH3:29])([CH3:30])[CH3:28], predict the reactants needed to synthesize it. The reactants are: C(C1N=C(N2CC[C@H](O)C2)C2C(=NN(CC3C(C)=NON=3)N=2)N=1)(C)(C)C.[C:27]([C:31]1[N:32]=[C:33]([N:40]2[CH2:44][CH2:43][C@H:42]([O:45]C(=O)C(F)(F)F)[CH2:41]2)[C:34]2[N:39]=[N:38][NH:37][C:35]=2[N:36]=1)([CH3:30])([CH3:29])[CH3:28].[Cl:52][C:53]1[C:54]([CH2:60]Cl)=[N:55][C:56]([Cl:59])=[CH:57][CH:58]=1. (7) The reactants are: Cl[S:2]([C:5]1[CH:10]=[CH:9][C:8]([N:11]=[C:12]=[O:13])=[CH:7][CH:6]=1)(=[O:4])=[O:3].[CH3:14][O:15][C:16]1[CH:25]=[CH:24][C:23]([N:26]2[CH2:31][CH2:30][N:29]([CH3:32])[CH2:28][CH2:27]2)=[C:22]2[C:17]=1[CH2:18][CH2:19][NH:20][CH2:21]2.[NH3:33]. Given the product [S:2]([C:5]1[CH:10]=[CH:9][C:8]([NH:11][C:12]([N:20]2[CH2:19][CH2:18][C:17]3[C:22](=[C:23]([N:26]4[CH2:27][CH2:28][N:29]([CH3:32])[CH2:30][CH2:31]4)[CH:24]=[CH:25][C:16]=3[O:15][CH3:14])[CH2:21]2)=[O:13])=[CH:7][CH:6]=1)(=[O:4])(=[O:3])[NH2:33], predict the reactants needed to synthesize it.